Dataset: Full USPTO retrosynthesis dataset with 1.9M reactions from patents (1976-2016). Task: Predict the reactants needed to synthesize the given product. (1) The reactants are: [Br:1][C:2]1[CH:3]=[CH:4][C:5]([O:9][CH3:10])=[C:6]([CH:8]=1)[NH2:7].[N:11]([O-])=O.[Na+].[Sn](Cl)Cl. Given the product [Br:1][C:2]1[CH:3]=[CH:4][C:5]([O:9][CH3:10])=[C:6]([NH:7][NH2:11])[CH:8]=1, predict the reactants needed to synthesize it. (2) Given the product [Br:1][C:2]1[C:8]([F:9])=[CH:7][C:5]([N:6]=[C:16]=[S:17])=[CH:4][C:3]=1[F:10], predict the reactants needed to synthesize it. The reactants are: [Br:1][C:2]1[C:8]([F:9])=[CH:7][C:5]([NH2:6])=[CH:4][C:3]=1[F:10].C(=O)([O-])[O-].[Ca+2].[C:16](Cl)(Cl)=[S:17]. (3) Given the product [CH3:13][O:14][C:15]1[CH:16]=[C:17]([C:23]2[CH:28]=[CH:27][CH:26]=[CH:25][C:24]=2[NH:29][C:9](=[O:10])[C:8]([C:5]2[CH:6]=[CH:7][C:2]([CH3:1])=[CH:3][CH:4]=2)=[O:12])[CH:18]=[CH:19][C:20]=1[O:21][CH3:22], predict the reactants needed to synthesize it. The reactants are: [CH3:1][C:2]1[CH:7]=[CH:6][C:5]([C:8](=[O:12])[C:9](Cl)=[O:10])=[CH:4][CH:3]=1.[CH3:13][O:14][C:15]1[CH:16]=[C:17]([C:23]2[CH:28]=[CH:27][CH:26]=[CH:25][C:24]=2[NH2:29])[CH:18]=[CH:19][C:20]=1[O:21][CH3:22].C(N(CC)CC)C.O. (4) Given the product [C:36]1([CH:29]([C:30]2[CH:35]=[CH:34][CH:33]=[CH:32][CH:31]=2)[CH2:28][N:15]([CH2:16][C:17]2[CH:22]=[CH:21][CH:20]=[C:19]([C:23]([F:24])([F:25])[F:26])[C:18]=2[F:27])[CH2:14][CH2:13][CH2:12][O:11][C:7]2[CH:6]=[C:5]([CH2:4][C:3]([OH:42])=[O:2])[CH:10]=[CH:9][CH:8]=2)[CH:41]=[CH:40][CH:39]=[CH:38][CH:37]=1, predict the reactants needed to synthesize it. The reactants are: C[O:2][C:3](=[O:42])[CH2:4][C:5]1[CH:10]=[CH:9][CH:8]=[C:7]([O:11][CH2:12][CH2:13][CH2:14][N:15]([CH2:28][CH:29]([C:36]2[CH:41]=[CH:40][CH:39]=[CH:38][CH:37]=2)[C:30]2[CH:35]=[CH:34][CH:33]=[CH:32][CH:31]=2)[CH2:16][C:17]2[CH:22]=[CH:21][CH:20]=[C:19]([C:23]([F:26])([F:25])[F:24])[C:18]=2[F:27])[CH:6]=1.[OH-].[Na+].